From a dataset of Full USPTO retrosynthesis dataset with 1.9M reactions from patents (1976-2016). Predict the reactants needed to synthesize the given product. Given the product [Br:1][C:2]1[CH:3]=[C:4]([Cl:10])[C:5](=[O:9])[NH:6][C:7]=1[CH3:8], predict the reactants needed to synthesize it. The reactants are: [Br:1][C:2]1[CH:3]=[CH:4][C:5](=[O:9])[NH:6][C:7]=1[CH3:8].[Cl:10]N1C(=O)CCC1=O.C(=O)([O-])O.[Na+].